From a dataset of Full USPTO retrosynthesis dataset with 1.9M reactions from patents (1976-2016). Predict the reactants needed to synthesize the given product. (1) The reactants are: [OH-].[Na+].C(O[C:6]([C:8]1[N:16]([CH3:17])[C:15]2[CH:14]=[CH:13][N:12]=[N:11][C:10]=2[C:9]=1[NH:18][C:19]1[CH:24]=[CH:23][C:22]([I:25])=[CH:21][C:20]=1[F:26])=[O:7])C.C1C=CC2N(O)N=NC=2C=1.CCN=C=NCCCN(C)C.CCN(C(C)C)C(C)C.[CH:57]([O:59][CH2:60][CH2:61][O:62][NH2:63])=[CH2:58]. Given the product [CH:57]([O:59][CH2:60][CH2:61][O:62][NH:63][C:6]([C:8]1[N:16]([CH3:17])[C:15]2[CH:14]=[CH:13][N:12]=[N:11][C:10]=2[C:9]=1[NH:18][C:19]1[CH:24]=[CH:23][C:22]([I:25])=[CH:21][C:20]=1[F:26])=[O:7])=[CH2:58], predict the reactants needed to synthesize it. (2) Given the product [OH:31][C@@H:18]([CH2:19][C:20]([N:22]1[CH2:29][CH2:28][C:25]2([CH2:26][CH2:27]2)[C@H:24]([OH:30])[CH2:23]1)=[O:21])[CH2:17][N:14]1[CH2:15][CH2:16][NH:11][C@@H:12]([CH3:33])[C:13]1=[O:32], predict the reactants needed to synthesize it. The reactants are: C(OC([N:11]1[CH2:16][CH2:15][N:14]([CH2:17][C@@H:18]([OH:31])[CH2:19][C:20]([N:22]2[CH2:29][CH2:28][C:25]3([CH2:27][CH2:26]3)[C@H:24]([OH:30])[CH2:23]2)=[O:21])[C:13](=[O:32])[C@@H:12]1[CH3:33])=O)C1C=CC=CC=1.Cl. (3) The reactants are: [C:1]([OH:5])(=O)[CH2:2][OH:3].[NH2:6][CH2:7][CH2:8][O:9][C:10]1[CH:19]=[CH:18][CH:17]=[C:16]2[C:11]=1[C:12]([NH:20][C:21]1[CH:26]=[CH:25][C:24]([O:27][CH2:28][C:29]3[CH:34]=[CH:33][CH:32]=[CH:31][N:30]=3)=[C:23]([Cl:35])[CH:22]=1)=[N:13][CH:14]=[N:15]2. Given the product [Cl:35][C:23]1[CH:22]=[C:21]([NH:20][C:12]2[C:11]3[C:16](=[CH:17][CH:18]=[CH:19][C:10]=3[O:9][CH2:8][CH2:7][NH:6][C:1](=[O:5])[CH2:2][OH:3])[N:15]=[CH:14][N:13]=2)[CH:26]=[CH:25][C:24]=1[O:27][CH2:28][C:29]1[CH:34]=[CH:33][CH:32]=[CH:31][N:30]=1, predict the reactants needed to synthesize it. (4) Given the product [ClH:55].[CH3:31][N:30]([CH3:32])[C:28]1[C:27]2[CH2:26][CH2:25][CH2:24][CH2:23][C:22]=2[N:21]=[C:20]([NH:19][C@@H:16]2[CH2:17][CH2:18][C@H:13]([NH:12][C:5](=[O:7])[C:4]3[CH:8]=[CH:9][C:10]([F:11])=[C:2]([F:1])[CH:3]=3)[CH2:14][CH2:15]2)[N:29]=1, predict the reactants needed to synthesize it. The reactants are: [F:1][C:2]1[CH:3]=[C:4]([CH:8]=[CH:9][C:10]=1[F:11])[C:5]([OH:7])=O.[NH2:12][C@@H:13]1[CH2:18][CH2:17][C@H:16]([NH:19][C:20]2[N:29]=[C:28]([N:30]([CH3:32])[CH3:31])[C:27]3[CH2:26][CH2:25][CH2:24][CH2:23][C:22]=3[N:21]=2)[CH2:15][CH2:14]1.C1C=CC2N(O)N=NC=2C=1.O.CCN=C=NCCCN(C)C.[ClH:55]. (5) Given the product [CH:1]([C:9]1[CH:10]=[CH:11][C:12]([C:15]2[C:19]3[CH2:20][C:21]4[S:22][CH:23]=[CH:24][C:25]=4[C:18]=3[NH:17][N:16]=2)=[CH:13][CH:14]=1)=[CH:2][C:3]1[CH:4]=[CH:5][CH:6]=[CH:7][CH:8]=1, predict the reactants needed to synthesize it. The reactants are: [CH:1]([C:9]1[CH:14]=[CH:13][C:12]([C:15]2[C:19]3[CH2:20][C:21]4[S:22][CH:23]=[CH:24][C:25]=4[C:18]=3[N:17](COCC[Si](C)(C)C)[N:16]=2)=[CH:11][CH:10]=1)=[CH:2][C:3]1[CH:8]=[CH:7][CH:6]=[CH:5][CH:4]=1.Cl. (6) Given the product [Cl:24][C:25]1[C:30]([CH3:31])=[CH:29][C:28]([S:32]([N:6]2[CH2:5][CH2:4][N:3]3[CH:7]=[CH:8][CH:9]=[C:2]3[CH:1]2[CH2:10][CH2:11][C:12]([O:14][CH2:15][CH3:16])=[O:13])(=[O:34])=[O:33])=[C:27]([CH3:36])[CH:26]=1, predict the reactants needed to synthesize it. The reactants are: [CH:1]1([CH2:10][CH2:11][C:12]([O:14][CH2:15][CH3:16])=[O:13])[NH:6][CH2:5][CH2:4][N:3]2[CH:7]=[CH:8][CH:9]=[C:2]12.C(N(CC)CC)C.[Cl:24][C:25]1[C:30]([CH3:31])=[CH:29][C:28]([S:32](Cl)(=[O:34])=[O:33])=[C:27]([CH3:36])[CH:26]=1. (7) Given the product [CH3:1][O:2][C:3]([C:5]1[S:6][C:7]([S:21][CH3:22])=[C:8]([S:10]([C:13]2[CH:14]=[N:15][C:16]([NH:23][CH2:24][C:25]3[CH:26]=[CH:27][C:28]([S:31](=[O:33])(=[O:32])[NH2:34])=[CH:29][CH:30]=3)=[C:17]([Br:19])[CH:18]=2)(=[O:12])=[O:11])[CH:9]=1)=[O:4], predict the reactants needed to synthesize it. The reactants are: [CH3:1][O:2][C:3]([C:5]1[S:6][C:7]([S:21][CH3:22])=[C:8]([S:10]([C:13]2[CH:14]=[N:15][C:16](Cl)=[C:17]([Br:19])[CH:18]=2)(=[O:12])=[O:11])[CH:9]=1)=[O:4].[NH2:23][CH2:24][C:25]1[CH:30]=[CH:29][C:28]([S:31]([NH2:34])(=[O:33])=[O:32])=[CH:27][CH:26]=1.C(N(C(C)C)CC)(C)C.C1COCC1.